From a dataset of Peptide-MHC class II binding affinity with 134,281 pairs from IEDB. Regression. Given a peptide amino acid sequence and an MHC pseudo amino acid sequence, predict their binding affinity value. This is MHC class II binding data. The peptide sequence is SQDLELSWNLNGWQAY. The MHC is HLA-DQA10301-DQB10302 with pseudo-sequence HLA-DQA10301-DQB10302. The binding affinity (normalized) is 0.224.